From a dataset of Full USPTO retrosynthesis dataset with 1.9M reactions from patents (1976-2016). Predict the reactants needed to synthesize the given product. Given the product [CH3:26][O:27][CH2:28][CH2:29][NH:30][C:15]([C:10]1[N:9]([CH2:18][C:19]2[CH:24]=[CH:23][CH:22]=[C:21]([Cl:25])[CH:20]=2)[C:8]2[CH:7]=[C:6]([Br:5])[S:13][C:12]=2[C:11]=1[I:14])=[O:17], predict the reactants needed to synthesize it. The reactants are: O=S(Cl)Cl.[Br:5][C:6]1[S:13][C:12]2[C:11]([I:14])=[C:10]([C:15]([OH:17])=O)[N:9]([CH2:18][C:19]3[CH:24]=[CH:23][CH:22]=[C:21]([Cl:25])[CH:20]=3)[C:8]=2[CH:7]=1.[CH3:26][O:27][CH2:28][CH2:29][NH2:30].